Dataset: NCI-60 drug combinations with 297,098 pairs across 59 cell lines. Task: Regression. Given two drug SMILES strings and cell line genomic features, predict the synergy score measuring deviation from expected non-interaction effect. (1) Drug 1: C1=CC(=CC=C1CCC2=CNC3=C2C(=O)NC(=N3)N)C(=O)NC(CCC(=O)O)C(=O)O. Drug 2: CC1=C2C(C(=O)C3(C(CC4C(C3C(C(C2(C)C)(CC1OC(=O)C(C(C5=CC=CC=C5)NC(=O)C6=CC=CC=C6)O)O)OC(=O)C7=CC=CC=C7)(CO4)OC(=O)C)O)C)OC(=O)C. Cell line: ACHN. Synergy scores: CSS=25.1, Synergy_ZIP=-5.23, Synergy_Bliss=-5.94, Synergy_Loewe=-2.65, Synergy_HSA=-1.81. (2) Drug 2: CC12CCC3C(C1CCC2OP(=O)(O)O)CCC4=C3C=CC(=C4)OC(=O)N(CCCl)CCCl.[Na+]. Synergy scores: CSS=48.0, Synergy_ZIP=-0.713, Synergy_Bliss=0.134, Synergy_Loewe=-25.6, Synergy_HSA=1.73. Cell line: SK-MEL-5. Drug 1: CC=C1C(=O)NC(C(=O)OC2CC(=O)NC(C(=O)NC(CSSCCC=C2)C(=O)N1)C(C)C)C(C)C. (3) Drug 1: C1C(C(OC1N2C=NC3=C(N=C(N=C32)Cl)N)CO)O. Drug 2: C1CNP(=O)(OC1)N(CCCl)CCCl. Cell line: NCIH23. Synergy scores: CSS=32.7, Synergy_ZIP=-0.312, Synergy_Bliss=-2.91, Synergy_Loewe=-45.1, Synergy_HSA=-4.04. (4) Drug 1: C1=C(C(=O)NC(=O)N1)F. Drug 2: C1CC(C1)(C(=O)O)C(=O)O.[NH2-].[NH2-].[Pt+2]. Cell line: A498. Synergy scores: CSS=47.4, Synergy_ZIP=-6.68, Synergy_Bliss=-11.0, Synergy_Loewe=-14.0, Synergy_HSA=-7.11. (5) Drug 1: CC1OCC2C(O1)C(C(C(O2)OC3C4COC(=O)C4C(C5=CC6=C(C=C35)OCO6)C7=CC(=C(C(=C7)OC)O)OC)O)O. Drug 2: C(CCl)NC(=O)N(CCCl)N=O. Cell line: SK-MEL-2. Synergy scores: CSS=34.3, Synergy_ZIP=0.0876, Synergy_Bliss=-0.213, Synergy_Loewe=-8.09, Synergy_HSA=0.416. (6) Drug 1: C1=NC2=C(N=C(N=C2N1C3C(C(C(O3)CO)O)O)F)N. Drug 2: C1=NC2=C(N1)C(=S)N=CN2. Cell line: LOX IMVI. Synergy scores: CSS=21.4, Synergy_ZIP=4.31, Synergy_Bliss=4.36, Synergy_Loewe=-46.9, Synergy_HSA=-4.84. (7) Drug 1: C1=C(C(=O)NC(=O)N1)F. Drug 2: C(CC(=O)O)C(=O)CN.Cl. Cell line: SF-295. Synergy scores: CSS=36.0, Synergy_ZIP=-12.1, Synergy_Bliss=-11.5, Synergy_Loewe=-10.2, Synergy_HSA=-7.32.